The task is: Predict the reactants needed to synthesize the given product.. This data is from Full USPTO retrosynthesis dataset with 1.9M reactions from patents (1976-2016). Given the product [ClH:19].[ClH:19].[ClH:19].[Cl:19][C:20]1[CH:50]=[CH:49][C:23]2[N:24]3[C:28]([CH2:29][N:30]([CH:32]4[CH2:36][CH2:35][N:34]([CH:2]([CH3:4])[CH3:1])[CH2:33]4)[CH2:31][C:22]=2[CH:21]=1)=[N:27][N:26]=[C:25]3[CH:37]1[CH2:38][CH2:39][N:40]([C:43]2[CH:48]=[CH:47][CH:46]=[CH:45][N:44]=2)[CH2:41][CH2:42]1, predict the reactants needed to synthesize it. The reactants are: [CH3:1][C:2]([CH3:4])=O.C(O[BH-](OC(=O)C)OC(=O)C)(=O)C.[Na+].[Cl:19][C:20]1[CH:50]=[CH:49][C:23]2[N:24]3[C:28]([CH2:29][N:30]([CH:32]4[CH2:36][CH2:35][NH:34][CH2:33]4)[CH2:31][C:22]=2[CH:21]=1)=[N:27][N:26]=[C:25]3[CH:37]1[CH2:42][CH2:41][N:40]([C:43]2[CH:48]=[CH:47][CH:46]=[CH:45][N:44]=2)[CH2:39][CH2:38]1.C(=O)(O)[O-].[Na+].